From a dataset of Full USPTO retrosynthesis dataset with 1.9M reactions from patents (1976-2016). Predict the reactants needed to synthesize the given product. (1) Given the product [Br:11][CH:4]([C:3]1[CH:7]=[CH:8][CH:9]=[CH:10][C:2]=1[Cl:1])[C:5]#[N:6], predict the reactants needed to synthesize it. The reactants are: [Cl:1][C:2]1[CH:10]=[CH:9][CH:8]=[CH:7][C:3]=1[CH2:4][C:5]#[N:6].[Br:11]NC(=O)CCC(N)=O. (2) Given the product [Cl:1][C:2]1[CH:7]=[CH:6][C:5]([CH:8]2[C:17]([CH3:19])([CH3:18])[CH2:16][C:15]3[C:10](=[CH:11][CH:12]=[C:13]([C:21]([O:23][CH3:24])=[O:22])[CH:14]=3)[NH:9]2)=[CH:4][C:3]=1[N+:25]([O-:27])=[O:26], predict the reactants needed to synthesize it. The reactants are: [Cl:1][C:2]1[CH:7]=[CH:6][C:5]([CH:8]2[C:17]([CH3:19])([CH3:18])[CH:16](O)[C:15]3[C:10](=[CH:11][CH:12]=[C:13]([C:21]([O:23][CH3:24])=[O:22])[CH:14]=3)[NH:9]2)=[CH:4][C:3]=1[N+:25]([O-:27])=[O:26].C([SiH](CC)CC)C.FC(F)(F)C(O)=O.C(=O)(O)[O-].[Na+]. (3) Given the product [CH3:19][CH2:16][CH2:17][NH:10][C:8](=[O:9])[C:7]([CH3:11])=[CH2:6], predict the reactants needed to synthesize it. The reactants are: Cl.NCCC[CH:6]=[C:7]([CH3:11])[C:8]([NH2:10])=[O:9].C(O[C:16](=O)[CH3:17])(=O)C.[CH2:19](N(CC)CC)C.C([NH-])(=O)C. (4) The reactants are: [CH3:1][C:2]1[C:3]([NH2:8])=[N:4][CH:5]=[CH:6][CH:7]=1.[ClH:9].[H][H]. Given the product [ClH:9].[CH3:1][CH:2]1[CH2:7][CH2:6][CH2:5][NH:4][C:3]1=[NH:8], predict the reactants needed to synthesize it. (5) Given the product [CH2:24]([C:21]([C:26]1[CH:31]=[CH:30][C:29]([O:32][CH2:70][C@H:71]([OH:75])[CH2:72][CH2:73][C:74]([OH:76])=[O:79])=[C:28]([CH3:40])[CH:27]=1)([C:18]1[CH:19]=[CH:20][C:15]([C:11]2[S:10][C:9]([C:7]([CH2:1][CH3:2])([OH:8])[CH2:58][CH3:59])=[CH:13][C:12]=2[CH3:14])=[C:16]([CH3:41])[CH:17]=1)[CH2:22][CH3:23])[CH3:25], predict the reactants needed to synthesize it. The reactants are: [CH2:1]([Mg]Br)[CH3:2].CO[C:7]([C:9]1[S:10][C:11]([C:15]2[CH:20]=[CH:19][C:18]([C:21]([C:26]3[CH:31]=[CH:30][C:29]([O:32][Si](C(C)(C)C)(C)C)=[C:28]([CH3:40])[CH:27]=3)([CH2:24][CH3:25])[CH2:22][CH3:23])=[CH:17][C:16]=2[CH3:41])=[C:12]([CH3:14])[CH:13]=1)=[O:8].[F-].C([N+](CC[CH2:58][CH3:59])(CCCC)CCCC)CCC.C1(C)C=CC(S(O[CH2:70][C@@H:71]2[O:75][C:74](=[O:76])[CH2:73][CH2:72]2)(=O)=O)=CC=1.C(=O)([O-])[O-:79].[K+].[K+]. (6) Given the product [F:1][C:2]1[CH:3]=[C:4]2[C:5](=[CH:6][C:7]=1[F:8])[NH:9][C:13](=[O:14])[C:12]([CH3:16])=[N:10]2, predict the reactants needed to synthesize it. The reactants are: [F:1][C:2]1[CH:3]=[C:4]([NH2:10])[C:5]([NH2:9])=[CH:6][C:7]=1[F:8].O=[C:12]([CH3:16])[C:13](O)=[O:14]. (7) Given the product [CH2:13]([C:17]1[N:18]=[C:19]([CH3:47])[N:20]([CH2:39][C:40]2[CH:45]=[CH:44][CH:43]=[C:42]([F:46])[CH:41]=2)[C:21](=[O:38])[C:22]=1[CH2:23][C:24]1[CH:25]=[CH:26][C:27]([C:30]2[CH:35]=[CH:34][CH:33]=[CH:32][C:31]=2[C:36]2[NH:3][C:4](=[O:7])[O:5][N:37]=2)=[CH:28][CH:29]=1)[CH2:14][CH2:15][CH3:16], predict the reactants needed to synthesize it. The reactants are: [Cl-].O[NH3+:3].[C:4](=[O:7])([O-])[OH:5].[Na+].CS(C)=O.[CH2:13]([C:17]1[N:18]=[C:19]([CH3:47])[N:20]([CH2:39][C:40]2[CH:45]=[CH:44][CH:43]=[C:42]([F:46])[CH:41]=2)[C:21](=[O:38])[C:22]=1[CH2:23][C:24]1[CH:29]=[CH:28][C:27]([C:30]2[C:31]([C:36]#[N:37])=[CH:32][CH:33]=[CH:34][CH:35]=2)=[CH:26][CH:25]=1)[CH2:14][CH2:15][CH3:16]. (8) Given the product [Br-:29].[C:1]([O:5][C:6]([N:8]([CH2:10][C:11]1([C:14]([NH:31][CH2:32][CH2:33][CH2:34][P+:35]([C:48]2[CH:53]=[CH:52][CH:51]=[CH:50][CH:49]=2)([C:36]2[CH:37]=[CH:38][CH:39]=[CH:40][CH:41]=2)[C:42]2[CH:47]=[CH:46][CH:45]=[CH:44][CH:43]=2)=[O:16])[CH2:12][CH2:13]1)[CH3:9])=[O:7])([CH3:2])([CH3:3])[CH3:4], predict the reactants needed to synthesize it. The reactants are: [C:1]([O:5][C:6]([N:8]([CH2:10][C:11]1([C:14]([OH:16])=O)[CH2:13][CH2:12]1)[CH3:9])=[O:7])([CH3:4])([CH3:3])[CH3:2].C1N=CN(C(N2C=NC=C2)=O)C=1.[Br-:29].[Br-].[NH3+:31][CH2:32][CH2:33][CH2:34][P+:35]([C:48]1[CH:53]=[CH:52][CH:51]=[CH:50][CH:49]=1)([C:42]1[CH:47]=[CH:46][CH:45]=[CH:44][CH:43]=1)[C:36]1[CH:41]=[CH:40][CH:39]=[CH:38][CH:37]=1. (9) Given the product [C:45]([O:49][C:50]([NH:52][NH:53][C:17](=[O:18])[C:16]1[CH:20]=[CH:21][CH:22]=[C:14]([C:12]2[O:13][C:9]([C:6]3[CH:5]=[CH:4][C:3]([O:2][CH3:1])=[CH:8][CH:7]=3)=[CH:10][N:11]=2)[CH:15]=1)=[O:51])([CH3:48])([CH3:47])[CH3:46], predict the reactants needed to synthesize it. The reactants are: [CH3:1][O:2][C:3]1[CH:8]=[CH:7][C:6]([C:9]2[O:13][C:12]([C:14]3[CH:15]=[C:16]([CH:20]=[CH:21][CH:22]=3)[C:17](O)=[O:18])=[N:11][CH:10]=2)=[CH:5][CH:4]=1.CCN=C=NCCCN(C)C.Cl.C1C=CC2N(O)N=NC=2C=1.[C:45]([O:49][C:50]([NH:52][NH2:53])=[O:51])([CH3:48])([CH3:47])[CH3:46]. (10) The reactants are: Br[C:2]1[CH:35]=[CH:34][C:5]([CH2:6][C:7]2[N:8]([C:20]3[CH:25]=[CH:24][C:23]([N:26]4[S:30](=[O:32])(=[O:31])[NH:29][C:28](=[O:33])[CH2:27]4)=[CH:22][CH:21]=3)[CH:9]=[C:10]([C:12]3[CH:17]=[CH:16][C:15]([Cl:18])=[CH:14][C:13]=3[Cl:19])[N:11]=2)=[CH:4][CH:3]=1.[NH2:36][C:37]1[CH:42]=[CH:41][C:40](B(O)O)=[CH:39][CH:38]=1. Given the product [NH2:36][C:37]1[CH:42]=[CH:41][C:40]([C:2]2[CH:35]=[CH:34][C:5]([CH2:6][C:7]3[N:8]([C:20]4[CH:25]=[CH:24][C:23]([N:26]5[S:30](=[O:31])(=[O:32])[NH:29][C:28](=[O:33])[CH2:27]5)=[CH:22][CH:21]=4)[CH:9]=[C:10]([C:12]4[CH:17]=[CH:16][C:15]([Cl:18])=[CH:14][C:13]=4[Cl:19])[N:11]=3)=[CH:4][CH:3]=2)=[CH:39][CH:38]=1, predict the reactants needed to synthesize it.